From a dataset of Catalyst prediction with 721,799 reactions and 888 catalyst types from USPTO. Predict which catalyst facilitates the given reaction. (1) Reactant: [C:1]1(=[O:7])[CH2:5][CH2:4][C:3](=O)[CH2:2]1.[NH2:8][CH2:9][C:10]([O:12][C:13]([CH3:16])([CH3:15])[CH3:14])=[O:11].O.C1(C)C=CC(S(O)(=O)=O)=CC=1.O. Product: [O:7]=[C:1]1[CH2:5][CH2:4][C:3]([NH:8][CH2:9][C:10]([O:12][C:13]([CH3:16])([CH3:15])[CH3:14])=[O:11])=[CH:2]1. The catalyst class is: 11. (2) Reactant: [C:1]1([C:7]2([OH:15])[CH2:14][CH:10]3[CH2:11][NH:12][CH2:13][CH:9]3[CH2:8]2)[CH:6]=[CH:5][CH:4]=[CH:3][CH:2]=1.C(N(C(C)C)CC)(C)C.[N:25]([C:28]1[CH:33]=[CH:32][C:31]([O:34][CH3:35])=[CH:30][CH:29]=1)=[C:26]=[O:27]. Product: [OH:15][C:7]1([C:1]2[CH:2]=[CH:3][CH:4]=[CH:5][CH:6]=2)[CH2:14][CH:10]2[CH2:11][N:12]([C:26]([NH:25][C:28]3[CH:33]=[CH:32][C:31]([O:34][CH3:35])=[CH:30][CH:29]=3)=[O:27])[CH2:13][CH:9]2[CH2:8]1. The catalyst class is: 4. (3) Reactant: Cl.[NH2:2][C@@H:3]([CH3:9])[C:4]([O:6][CH2:7][CH3:8])=[O:5].[CH2:10]=[C:11]1[O:15][C:13](=[O:14])[CH2:12]1.C([O-])(O)=O.[Na+]. Product: [O:15]=[C:11]([CH3:10])[CH2:12][C:13]([NH:2][C@H:3]([C:4]([O:6][CH2:7][CH3:8])=[O:5])[CH3:9])=[O:14]. The catalyst class is: 11.